Predict the reaction yield, written as a fraction of the theoretical maximum amount of product (1.0 means a 100% yield; for example, 0.34 means a 34% yield). From a dataset of Reaction yield outcomes from USPTO patents with 853,638 reactions. The reactants are [O:1]1[C:9]2[CH2:8][CH2:7][NH:6][CH2:5][C:4]=2[CH:3]=[CH:2]1.[CH2:10]([O:12][C:13](=[O:30])[C:14]([CH3:29])([CH3:28])[CH2:15][CH2:16][CH2:17][CH2:18][CH:19](Br)[C:20]1[CH:25]=[CH:24][CH:23]=[CH:22][C:21]=1[Cl:26])[CH3:11].C(=O)([O-])[O-].[K+].[K+]. The catalyst is CN(C=O)C. The product is [CH2:10]([O:12][C:13](=[O:30])[C:14]([CH3:29])([CH3:28])[CH2:15][CH2:16][CH2:17][CH2:18][CH:19]([C:20]1[CH:25]=[CH:24][CH:23]=[CH:22][C:21]=1[Cl:26])[N:6]1[CH2:7][CH2:8][C:9]2[O:1][CH:2]=[CH:3][C:4]=2[CH2:5]1)[CH3:11]. The yield is 0.481.